This data is from Forward reaction prediction with 1.9M reactions from USPTO patents (1976-2016). The task is: Predict the product of the given reaction. (1) Given the reactants [Br:1][C:2]1[CH:9]=[CH:8][C:5]([CH:6]=[O:7])=[C:4](F)[CH:3]=1.[NH:11]1[CH2:16][CH2:15][O:14][CH2:13][CH2:12]1.C([O-])([O-])=O.[K+].[K+], predict the reaction product. The product is: [Br:1][C:2]1[CH:9]=[CH:8][C:5]([CH:6]=[O:7])=[C:4]([N:11]2[CH2:16][CH2:15][O:14][CH2:13][CH2:12]2)[CH:3]=1. (2) Given the reactants [N:1]1[CH:6]=[CH:5][CH:4]=[C:3]([CH:7]2[NH:16][CH2:15][C:14]3[C:9](=[C:10]([C:17]([O:19][CH3:20])=[O:18])[CH:11]=[CH:12][CH:13]=3)[NH:8]2)[CH:2]=1.C(C1C(=O)C(Cl)=C(Cl)C(=O)C=1C#N)#N, predict the reaction product. The product is: [N:1]1[CH:6]=[CH:5][CH:4]=[C:3]([C:7]2[N:16]=[CH:15][C:14]3[C:9](=[C:10]([C:17]([O:19][CH3:20])=[O:18])[CH:11]=[CH:12][CH:13]=3)[N:8]=2)[CH:2]=1. (3) The product is: [Cl:1][C:2]1[CH:3]=[CH:4][C:5]([O:34][CH:35]([F:37])[F:36])=[C:6]([C:8]2[C:9]([NH:21][C:22]([C:24]3[CH:25]=[N:26][N:27]4[CH:32]=[CH:31][C:30]([NH2:33])=[N:29][C:28]=34)=[O:23])=[CH:10][NH:11][N:12]=2)[CH:7]=1. Given the reactants [Cl:1][C:2]1[CH:3]=[CH:4][C:5]([O:34][CH:35]([F:37])[F:36])=[C:6]([C:8]2[N:12](COCC[Si](C)(C)C)[N:11]=[CH:10][C:9]=2[NH:21][C:22]([C:24]2[CH:25]=[N:26][N:27]3[CH:32]=[CH:31][C:30]([NH2:33])=[N:29][C:28]=23)=[O:23])[CH:7]=1.Cl, predict the reaction product.